This data is from Forward reaction prediction with 1.9M reactions from USPTO patents (1976-2016). The task is: Predict the product of the given reaction. (1) Given the reactants [NH2:1][C:2]1[CH:9]=[CH:8][C:5]([C:6]#[N:7])=[CH:4][CH:3]=1.[CH3:10][C:11]1([CH3:19])[O:16][C:15](=[O:17])[CH2:14][C:13](=[O:18])[O:12]1.[CH3:20]OC(OC)OC, predict the reaction product. The product is: [CH3:10][C:11]1([CH3:19])[O:16][C:15](=[O:17])[C:14](=[CH:20][NH:1][C:2]2[CH:9]=[CH:8][C:5]([C:6]#[N:7])=[CH:4][CH:3]=2)[C:13](=[O:18])[O:12]1. (2) Given the reactants [C:1]([C:4]1[C:12]2[C:7](=[CH:8][CH:9]=[C:10]([OH:13])[CH:11]=2)[N:6]([CH2:14][C:15]([OH:17])=O)[CH:5]=1)(=[O:3])[CH3:2].CCN(C(C)C)C(C)C.Cl.[Cl:28][C:29]1[C:30]([F:45])=[C:31]([CH:42]=[CH:43][CH:44]=1)[CH2:32][NH:33][C:34]([C@@H:36]1[CH2:40][C@@H:39]([F:41])[CH2:38][NH:37]1)=[O:35].CN(C(ON1N=NC2C=CC=NC1=2)=[N+](C)C)C.F[P-](F)(F)(F)(F)F, predict the reaction product. The product is: [Cl:28][C:29]1[C:30]([F:45])=[C:31]([CH:42]=[CH:43][CH:44]=1)[CH2:32][NH:33][C:34]([C@@H:36]1[CH2:40][C@@H:39]([F:41])[CH2:38][N:37]1[C:15](=[O:17])[CH2:14][N:6]1[C:7]2[C:12](=[CH:11][C:10]([OH:13])=[CH:9][CH:8]=2)[C:4]([C:1](=[O:3])[CH3:2])=[CH:5]1)=[O:35]. (3) Given the reactants [N:1]([C:12]([CH3:14])=[O:13])([CH2:7]NC(C)=O)[CH2:2]NC(C)=O.C=[O:16].[C:17]([OH:20])(=[O:19])C.COCC[O:25][CH3:26], predict the reaction product. The product is: [C:12]([N:1]([CH2:2][C:26]([OH:25])=[O:16])[CH2:7][C:17]([OH:20])=[O:19])(=[O:13])[CH3:14]. (4) Given the reactants [ClH:1].[NH2:2][C@H:3]([C:11]([OH:13])=[O:12])[CH2:4][C:5]1[CH:10]=[CH:9][CH:8]=[CH:7][CH:6]=1.[NH2:14][C@H:15]([C:24]([OH:26])=[O:25])[CH2:16][C:17]1[CH:22]=[CH:21][C:20]([OH:23])=[CH:19][CH:18]=1, predict the reaction product. The product is: [ClH:1].[CH:15]([O:12][C:11](=[O:13])[C@H:3]([CH2:4][C:5]1[CH:10]=[CH:9][CH:8]=[CH:7][CH:6]=1)[NH2:2])([CH3:24])[CH3:16].[ClH:1].[CH:3]([O:25][C:24](=[O:26])[C@H:15]([CH2:16][C:17]1[CH:18]=[CH:19][C:20]([OH:23])=[CH:21][CH:22]=1)[NH2:14])([CH3:11])[CH3:4]. (5) Given the reactants [S:1]1[CH:5]=[CH:4][CH:3]=[C:2]1[C:6]1[NH:7][C:8](=[O:20])[C:9]2[C:13]=1[C:12](=O)[NH:11][C:10]=2[C:15]1[S:16][CH:17]=[CH:18][CH:19]=1.[C:21]([O-:24])([O-])=O.[Cs+].[Cs+].Br[CH2:28][CH2:29][CH2:30][CH2:31][CH2:32][CH2:33][CH2:34][CH2:35][CH2:36][CH2:37][CH2:38][CH2:39][CH2:40][CH3:41], predict the reaction product. The product is: [CH2:12]([N:11]1[C:10]([C:15]2[S:16][CH:17]=[CH:18][CH:19]=2)=[C:9]2[C:13](=[C:6]([C:2]3[S:1][CH:5]=[CH:4][CH:3]=3)[N:7]([CH2:28][CH2:29][CH2:30][CH2:31][CH2:32][CH2:33][CH2:34][CH2:35][CH2:36][CH2:37][CH2:38][CH2:39][CH2:40][CH3:41])[C:8]2=[O:20])[C:21]1=[O:24])[CH2:40][CH2:39][CH2:38][CH2:37][CH2:36][CH2:35][CH2:34][CH2:33][CH2:32][CH2:31][CH2:30][CH2:29][CH3:28]. (6) Given the reactants [F:1][C:2]([F:17])([F:16])[C:3]([C:6]1[CH:15]=[CH:14][C:9]([C:10]([O:12]C)=[O:11])=[CH:8][CH:7]=1)([OH:5])[CH3:4].[OH-].[K+], predict the reaction product. The product is: [F:1][C:2]([F:16])([F:17])[C:3]([C:6]1[CH:15]=[CH:14][C:9]([C:10]([OH:12])=[O:11])=[CH:8][CH:7]=1)([OH:5])[CH3:4]. (7) Given the reactants [OH:1][C:2]1[CH:11]=[C:10]([OH:12])[C:9]([CH:13]([CH3:15])[CH3:14])=[CH:8][C:3]=1[C:4]([O:6][CH3:7])=[O:5].[C:16](=O)([O-])[O-].[K+].[K+].S(OC)(OC)(=O)=O, predict the reaction product. The product is: [OH:1][C:2]1[CH:11]=[C:10]([O:12][CH3:16])[C:9]([CH:13]([CH3:15])[CH3:14])=[CH:8][C:3]=1[C:4]([O:6][CH3:7])=[O:5]. (8) Given the reactants [O-2].[Hf+4:2].[O-2].[S:4](=[O:8])(=[O:7])([OH:6])[OH:5], predict the reaction product. The product is: [S:4]([O-:8])([O-:7])(=[O:6])=[O:5].[Hf+4:2].[S:4]([O-:8])([O-:7])(=[O:6])=[O:5]. (9) Given the reactants [NH2:1][C@H:2]1[C@H:7]([OH:8])[C:6]([F:10])([F:9])[CH2:5][CH2:4][CH2:3]1.C(N(CC)CC)C.[CH3:18][C:19]([O:22][C:23](O[C:23]([O:22][C:19]([CH3:21])([CH3:20])[CH3:18])=[O:24])=[O:24])([CH3:21])[CH3:20], predict the reaction product. The product is: [F:9][C:6]1([F:10])[CH2:5][CH2:4][CH2:3][C@@H:2]([NH:1][C:23](=[O:24])[O:22][C:19]([CH3:21])([CH3:20])[CH3:18])[C@@H:7]1[OH:8]. (10) Given the reactants [Si]([O:8][CH2:9][C:10]1[O:14][N:13]=[C:12]([C:15]([NH:17][NH2:18])=[O:16])[CH:11]=1)(C(C)(C)C)(C)C.[N:19]([O-])=O.[Na+], predict the reaction product. The product is: [OH:8][CH2:9][C:10]1[O:14][N:13]=[C:12]([C:15]([N:17]=[N+:18]=[N-:19])=[O:16])[CH:11]=1.